The task is: Predict the reaction yield, written as a fraction of the theoretical maximum amount of product (1.0 means a 100% yield; for example, 0.34 means a 34% yield).. This data is from Reaction yield outcomes from USPTO patents with 853,638 reactions. (1) The reactants are [NH2:1][C:2]1[N:6]([C:7]2[C:12]([Cl:13])=[CH:11][CH:10]=[CH:9][C:8]=2[Cl:14])[N:5]=[C:4]([CH:15]([CH3:17])[CH3:16])[C:3]=1[C:18]#[N:19].[OH-:20].[Na+]. The product is [NH2:1][C:2]1[N:6]([C:7]2[C:8]([Cl:14])=[CH:9][CH:10]=[CH:11][C:12]=2[Cl:13])[N:5]=[C:4]([CH:15]([CH3:17])[CH3:16])[C:3]=1[C:18]([NH2:19])=[O:20]. The catalyst is OS(O)(=O)=O. The yield is 0.880. (2) The reactants are Cl[C:2]1[C:11]2[C:6](=[CH:7][CH:8]=[C:9]([O:12][CH3:13])[CH:10]=2)[N:5]=[CH:4][C:3]=1[C:14]([O:16][CH2:17][CH3:18])=[O:15].[NH3:19]. The catalyst is C(O)(C)C. The product is [NH2:19][C:2]1[C:11]2[C:6](=[CH:7][CH:8]=[C:9]([O:12][CH3:13])[CH:10]=2)[N:5]=[CH:4][C:3]=1[C:14]([O:16][CH2:17][CH3:18])=[O:15]. The yield is 0.920. (3) The reactants are [NH2:1][C:2]1[CH:10]=[CH:9][C:5]([C:6]([OH:8])=O)=[CH:4][C:3]=1[O:11][CH3:12].[NH:13]1[CH2:18][CH2:17][CH2:16][C@@H:15]2[C:19]3[CH:20]=[CH:21][CH:22]=[CH:23][C:24]=3[CH2:25][C@H:14]12.F[P-](F)(F)(F)(F)F.N1(OC(N(C)C)=[N+](C)C)C2N=CC=CC=2N=N1. No catalyst specified. The product is [NH2:1][C:2]1[CH:10]=[CH:9][C:5]([C:6]([N:13]2[CH2:18][CH2:17][CH2:16][C@@H:15]3[C:19]4[CH:20]=[CH:21][CH:22]=[CH:23][C:24]=4[CH2:25][C@H:14]23)=[O:8])=[CH:4][C:3]=1[O:11][CH3:12]. The yield is 0.590. (4) The catalyst is C1C=CC([P]([Pd]([P](C2C=CC=CC=2)(C2C=CC=CC=2)C2C=CC=CC=2)([P](C2C=CC=CC=2)(C2C=CC=CC=2)C2C=CC=CC=2)[P](C2C=CC=CC=2)(C2C=CC=CC=2)C2C=CC=CC=2)(C2C=CC=CC=2)C2C=CC=CC=2)=CC=1.C1(C)C=CC=CC=1. The product is [C:29]1([C:76]2[CH:81]=[CH:80][CH:79]=[CH:78][CH:77]=2)[CH:30]=[CH:31][C:32]([N:35]([C:61]2[CH:62]=[CH:63][C:64]([C:2]3[CH:3]=[C:4]4[C:24]([C:25]([CH3:28])([CH3:27])[CH:26]=3)=[C:7]3[CH:8]=[C:9]5[C:22](=[CH:23][C:6]3=[CH:5]4)[C:21]3[C:16](=[CH:17][CH:18]=[CH:19][CH:20]=3)[C:15]3[C:10]5=[CH:11][CH:12]=[CH:13][CH:14]=3)=[CH:65][CH:66]=2)[C:36]2[CH:48]=[CH:47][C:46]3[C:45]4[C:40](=[CH:41][CH:42]=[CH:43][CH:44]=4)[C:39]4([C:49]5[CH:50]=[CH:51][CH:52]=[CH:53][C:54]=5[C:55]5[C:60]4=[CH:59][CH:58]=[CH:57][CH:56]=5)[C:38]=3[CH:37]=2)=[CH:33][CH:34]=1. The yield is 0.550. The reactants are Br[C:2]1[CH:3]=[C:4]2[C:24]([C:25]([CH3:28])([CH3:27])[CH:26]=1)=[C:7]1[CH:8]=[C:9]3[C:22](=[CH:23][C:6]1=[CH:5]2)[C:21]1[C:16](=[CH:17][CH:18]=[CH:19][CH:20]=1)[C:15]1[C:10]3=[CH:11][CH:12]=[CH:13][CH:14]=1.[C:29]1([C:76]2[CH:81]=[CH:80][CH:79]=[CH:78][CH:77]=2)[CH:34]=[CH:33][C:32]([N:35]([C:61]2[CH:66]=[CH:65][C:64](B3OC(C)(C)C(C)(C)O3)=[CH:63][CH:62]=2)[C:36]2[CH:48]=[CH:47][C:46]3[C:45]4[C:40](=[CH:41][CH:42]=[CH:43][CH:44]=4)[C:39]4([C:60]5[CH:59]=[CH:58][CH:57]=[CH:56][C:55]=5[C:54]5[C:49]4=[CH:50][CH:51]=[CH:52][CH:53]=5)[C:38]=3[CH:37]=2)=[CH:31][CH:30]=1.C([O-])([O-])=O.[Na+].[Na+].CCO. (5) The reactants are [NH2:1][C:2]1[CH:9]=[CH:8][C:5]([C:6]#[N:7])=[CH:4][CH:3]=1.P(=O)(O)(O)O.[N+]([O-])(O)=O.[N:19]([O-])=O.[Na+].[CH3:23][C:24](=[O:29])[CH2:25][C:26](=[O:28])[CH3:27].C([O-])(=O)C.[K+].C([O-])([O-])=O.[Na+].[Na+]. The catalyst is C(O)C. The product is [C:26]([C:25](=[N:19][NH:1][C:2]1[CH:9]=[CH:8][C:5]([C:6]#[N:7])=[CH:4][CH:3]=1)[C:24](=[O:29])[CH3:23])(=[O:28])[CH3:27]. The yield is 0.290. (6) The reactants are [NH2:1][C:2]1[CH:10]=[CH:9][CH:8]=[C:7]([Cl:11])[C:3]=1[C:4]([OH:6])=[O:5].Cl[C:13](Cl)([O:15]C(=O)OC(Cl)(Cl)Cl)Cl. The catalyst is C(#N)C.ClCCl.O.N1C=CC=CC=1. The product is [Cl:11][C:7]1[C:3]2[C:4](=[O:6])[O:5][C:13](=[O:15])[NH:1][C:2]=2[CH:10]=[CH:9][CH:8]=1. The yield is 0.970. (7) The reactants are C1(C)C=CC(S(O)(=O)=O)=CC=1.CC1(C)[O:17][C@@H:16]([C:18]2[CH:23]=[CH:22][C:21]([NH:24][C:25]([N:27]3[CH2:32][CH2:31][N:30]([C:33]4[CH:38]=[CH:37][C:36]([NH:39][C:40]([NH:42][C:43]5[CH:48]=[C:47]([CH3:49])[CH:46]=[CH:45][C:44]=5[O:50][CH3:51])=[O:41])=[CH:35][CH:34]=4)[CH2:29][CH2:28]3)=[O:26])=[C:20]([CH3:52])[CH:19]=2)[CH2:15][O:14]1. The catalyst is CO. The product is [OH:17][C@@H:16]([C:18]1[CH:23]=[CH:22][C:21]([NH:24][C:25]([N:27]2[CH2:32][CH2:31][N:30]([C:33]3[CH:34]=[CH:35][C:36]([NH:39][C:40]([NH:42][C:43]4[CH:48]=[C:47]([CH3:49])[CH:46]=[CH:45][C:44]=4[O:50][CH3:51])=[O:41])=[CH:37][CH:38]=3)[CH2:29][CH2:28]2)=[O:26])=[C:20]([CH3:52])[CH:19]=1)[CH2:15][OH:14]. The yield is 0.890. (8) The reactants are Br[C:2]1[CH:3]=[C:4]([C:16]([NH:18][CH2:19][C:20]2[C:21](=[O:28])[NH:22][C:23]([CH3:27])=[CH:24][C:25]=2[CH3:26])=[O:17])[C:5]2[CH:6]=[N:7][N:8]([CH:11]3[CH2:15][CH2:14][CH2:13][CH2:12]3)[C:9]=2[CH:10]=1.[CH3:29][C:30]1([CH3:47])[CH2:35][C:34](B2OC(C)(C)C(C)(C)O2)=[CH:33][C:32]([CH3:46])([CH3:45])[NH:31]1.C([O-])([O-])=O.[Na+].[Na+]. The catalyst is O1CCOCC1.C1C=CC([P]([Pd]([P](C2C=CC=CC=2)(C2C=CC=CC=2)C2C=CC=CC=2)([P](C2C=CC=CC=2)(C2C=CC=CC=2)C2C=CC=CC=2)[P](C2C=CC=CC=2)(C2C=CC=CC=2)C2C=CC=CC=2)(C2C=CC=CC=2)C2C=CC=CC=2)=CC=1. The product is [CH:11]1([N:8]2[C:9]3[CH:10]=[C:2]([C:34]4[CH2:33][C:32]([CH3:46])([CH3:45])[NH:31][C:30]([CH3:47])([CH3:29])[CH:35]=4)[CH:3]=[C:4]([C:16]([NH:18][CH2:19][C:20]4[C:21](=[O:28])[NH:22][C:23]([CH3:27])=[CH:24][C:25]=4[CH3:26])=[O:17])[C:5]=3[CH:6]=[N:7]2)[CH2:15][CH2:14][CH2:13][CH2:12]1. The yield is 0.776. (9) The reactants are [Cl-].O[NH3+:3].[C:4](=[O:7])([O-])[OH:5].[Na+].CS(C)=O.[CH2:13]([C:17]1[N:18]=[C:19]([CH3:48])[N:20]([C:39]2[CH:44]=[CH:43][CH:42]=[C:41]([CH:45]3[CH2:47][CH2:46]3)[CH:40]=2)[C:21](=[O:38])[C:22]=1[CH2:23][C:24]1[CH:29]=[CH:28][C:27]([C:30]2[C:31]([C:36]#[N:37])=[CH:32][CH:33]=[CH:34][CH:35]=2)=[CH:26][CH:25]=1)[CH2:14][CH2:15][CH3:16]. The yield is 0.470. The product is [CH2:13]([C:17]1[N:18]=[C:19]([CH3:48])[N:20]([C:39]2[CH:44]=[CH:43][CH:42]=[C:41]([CH:45]3[CH2:46][CH2:47]3)[CH:40]=2)[C:21](=[O:38])[C:22]=1[CH2:23][C:24]1[CH:25]=[CH:26][C:27]([C:30]2[CH:35]=[CH:34][CH:33]=[CH:32][C:31]=2[C:36]2[NH:3][C:4](=[O:7])[O:5][N:37]=2)=[CH:28][CH:29]=1)[CH2:14][CH2:15][CH3:16]. The catalyst is O.C(OCC)(=O)C.